This data is from Reaction yield outcomes from USPTO patents with 853,638 reactions. The task is: Predict the reaction yield, written as a fraction of the theoretical maximum amount of product (1.0 means a 100% yield; for example, 0.34 means a 34% yield). (1) The reactants are Cl[C:2]1[N:7]=[C:6]([C:8]2[N:12]3[CH:13]=[CH:14][CH:15]=[CH:16][C:11]3=[N:10][C:9]=2[C:17]2[CH:18]=[CH:19][C:20]([O:34][CH3:35])=[C:21]([CH:33]=2)[C:22]([NH:24][C:25]2[C:30]([F:31])=[CH:29][CH:28]=[CH:27][C:26]=2[F:32])=[O:23])[CH:5]=[CH:4][N:3]=1.[CH2:36]([O:38][C:39]1[CH:45]=[C:44]([N:46]2[CH2:51][CH2:50][CH:49]([N:52]3[CH2:57][CH2:56][N:55]([S:58]([CH3:61])(=[O:60])=[O:59])[CH2:54][CH2:53]3)[CH2:48][CH2:47]2)[CH:43]=[CH:42][C:40]=1[NH2:41])[CH3:37].C1(C)C=CC(S(O)(=O)=O)=CC=1. The catalyst is CC(O)C. The product is [F:32][C:26]1[CH:27]=[CH:28][CH:29]=[C:30]([F:31])[C:25]=1[NH:24][C:22](=[O:23])[C:21]1[CH:33]=[C:17]([C:9]2[N:10]=[C:11]3[CH:16]=[CH:15][CH:14]=[CH:13][N:12]3[C:8]=2[C:6]2[CH:5]=[CH:4][N:3]=[C:2]([NH:41][C:40]3[CH:42]=[CH:43][C:44]([N:46]4[CH2:51][CH2:50][CH:49]([N:52]5[CH2:57][CH2:56][N:55]([S:58]([CH3:61])(=[O:60])=[O:59])[CH2:54][CH2:53]5)[CH2:48][CH2:47]4)=[CH:45][C:39]=3[O:38][CH2:36][CH3:37])[N:7]=2)[CH:18]=[CH:19][C:20]=1[O:34][CH3:35]. The yield is 0.530. (2) The reactants are [S:1]1[C:5]2[CH:6]=[CH:7][CH:8]=[CH:9][C:4]=2[N:3]=[C:2]1[C:10]1[CH:19]=[C:18]2[C:13]([N:14]=[CH:15][CH:16]=[N:17]2)=[C:12]([C:20]([NH:22][CH2:23][C:24]([O:26]CC)=[O:25])=[O:21])[C:11]=1[OH:29].[OH-].[Na+]. The catalyst is C(O)C. The product is [S:1]1[C:5]2[CH:6]=[CH:7][CH:8]=[CH:9][C:4]=2[N:3]=[C:2]1[C:10]1[CH:19]=[C:18]2[C:13]([N:14]=[CH:15][CH:16]=[N:17]2)=[C:12]([C:20]([NH:22][CH2:23][C:24]([OH:26])=[O:25])=[O:21])[C:11]=1[OH:29]. The yield is 0.573.